From a dataset of Forward reaction prediction with 1.9M reactions from USPTO patents (1976-2016). Predict the product of the given reaction. (1) Given the reactants C([O:3][C:4](=[O:26])[C:5]([C:8]1[C:13]([O:14][C:15]2[CH:16]=[N:17][C:18]3[C:23]([CH:24]=2)=[CH:22][CH:21]=[CH:20][C:19]=3[F:25])=[CH:12][CH:11]=[CH:10][N:9]=1)([CH3:7])[CH3:6])C.[OH-].[Na+].Cl, predict the reaction product. The product is: [F:25][C:19]1[CH:20]=[CH:21][CH:22]=[C:23]2[C:18]=1[N:17]=[CH:16][C:15]([O:14][C:13]1[C:8]([C:5]([CH3:7])([CH3:6])[C:4]([OH:26])=[O:3])=[N:9][CH:10]=[CH:11][CH:12]=1)=[CH:24]2. (2) Given the reactants [Cl:1][C:2]1[N:3]=[C:4]([N:22]2[CH2:27][CH2:26][O:25][CH2:24][CH2:23]2)[C:5]2[S:10][C:9]([CH2:11]N3CC4(CCN(C)CC4)C3)=[CH:8][C:6]=2[N:7]=1.[F:28][C:29]1([F:39])[CH2:32][N:31]([CH:33]2[CH2:38][CH2:37][NH:36][CH2:35][CH2:34]2)[CH2:30]1, predict the reaction product. The product is: [Cl:1][C:2]1[N:3]=[C:4]([N:22]2[CH2:23][CH2:24][O:25][CH2:26][CH2:27]2)[C:5]2[S:10][C:9]([CH2:11][N:36]3[CH2:35][CH2:34][CH:33]([N:31]4[CH2:32][C:29]([F:28])([F:39])[CH2:30]4)[CH2:38][CH2:37]3)=[CH:8][C:6]=2[N:7]=1. (3) Given the reactants [CH2:1]([NH:8][C:9]([C:11]1[C:28](=[O:29])[N:27]([O:30]CC2C=CC=CC=2)[C:14]2[N:15]=[CH:16][N:17]=[C:18]([NH:19][CH2:20][C:21]3[CH:26]=[CH:25][CH:24]=[CH:23][CH:22]=3)[C:13]=2[CH:12]=1)=[O:10])[C:2]1[CH:7]=[CH:6][CH:5]=[CH:4][CH:3]=1.CO.[H][H], predict the reaction product. The product is: [CH2:1]([NH:8][C:9]([C:11]1[C:28](=[O:29])[N:27]([OH:30])[C:14]2[N:15]=[CH:16][N:17]=[C:18]([NH:19][CH2:20][C:21]3[CH:22]=[CH:23][CH:24]=[CH:25][CH:26]=3)[C:13]=2[CH:12]=1)=[O:10])[C:2]1[CH:3]=[CH:4][CH:5]=[CH:6][CH:7]=1. (4) Given the reactants [O:1]1[CH2:6][CH2:5][CH2:4][CH2:3][CH:2]1[O:7][CH:8]([CH3:18])[CH2:9][C:10]1[O:14][N:13]=[C:12]([C:15]([OH:17])=O)[CH:11]=1.[NH2:19][C@@H:20]([CH3:36])[CH2:21][N:22]1[CH:26]=[CH:25][C:24]([C:27]2[CH:34]=[CH:33][C:30]([C:31]#[N:32])=[C:29]([Cl:35])[CH:28]=2)=[N:23]1, predict the reaction product. The product is: [Cl:35][C:29]1[CH:28]=[C:27]([C:24]2[CH:25]=[CH:26][N:22]([CH2:21][C@@H:20]([NH:19][C:15]([C:12]3[CH:11]=[C:10]([CH2:9][CH:8]([O:7][CH:2]4[CH2:3][CH2:4][CH2:5][CH2:6][O:1]4)[CH3:18])[O:14][N:13]=3)=[O:17])[CH3:36])[N:23]=2)[CH:34]=[CH:33][C:30]=1[C:31]#[N:32]. (5) Given the reactants C(Cl)CCl.Cl.[O:6]=[C:7]1[NH:13][C:12]2[N:14]=[CH:15][C:16](/[CH:18]=[CH:19]/[C:20]([OH:22])=O)=[CH:17][C:11]=2[CH2:10][O:9][CH2:8]1.C1C=CC2N(O)N=NC=2C=1.[CH3:33][NH:34][C@@H:35]([C:37]1[O:38][C:39]2[CH:46]=[CH:45][CH:44]=[CH:43][C:40]=2[C:41]=1[CH3:42])[CH3:36].C(N(C(C)C)C(C)C)C, predict the reaction product. The product is: [CH3:33][N:34]([C@@H:35]([C:37]1[O:38][C:39]2[CH:46]=[CH:45][CH:44]=[CH:43][C:40]=2[C:41]=1[CH3:42])[CH3:36])[C:20](=[O:22])/[CH:19]=[CH:18]/[C:16]1[CH:15]=[N:14][C:12]2[NH:13][C:7](=[O:6])[CH2:8][O:9][CH2:10][C:11]=2[CH:17]=1. (6) Given the reactants [CH2:1]([S:4](Cl)(=[O:6])=[O:5])[CH2:2][CH3:3].Cl.[NH2:9][CH2:10][C:11]1[CH:16]=[CH:15][C:14]([C:17]([N:19]2[CH2:28][C:27]3[CH:26]=[N:25][N:24]([CH3:29])[C:23]=3[NH:22][C:21]3[CH:30]=[C:31]([CH3:34])[CH:32]=[CH:33][C:20]2=3)=[O:18])=[CH:13][C:12]=1[F:35].C(N(CC)CC)C, predict the reaction product. The product is: [CH3:29][N:24]1[C:23]2[NH:22][C:21]3[CH:30]=[C:31]([CH3:34])[CH:32]=[CH:33][C:20]=3[N:19]([C:17]([C:14]3[CH:15]=[CH:16][C:11]([CH2:10][NH:9][S:4]([CH2:1][CH2:2][CH3:3])(=[O:6])=[O:5])=[C:12]([F:35])[CH:13]=3)=[O:18])[CH2:28][C:27]=2[CH:26]=[N:25]1. (7) Given the reactants [Cl:1][C:2]1[N:7]=[C:6]([C:8]#[N:9])[CH:5]=[CH:4][CH:3]=1.[Na].[CH3:11][OH:12], predict the reaction product. The product is: [Cl:1][C:2]1[N:7]=[C:6]([C:8](=[NH:9])[O:12][CH3:11])[CH:5]=[CH:4][CH:3]=1. (8) Given the reactants [CH3:1][C:2]1[N:3]=[C:4]([N:12]2[CH:16]=[C:15]([CH2:17][CH2:18][CH2:19][C:20]3[CH:25]=[CH:24][CH:23]=[CH:22][CH:21]=3)[N:14]=[N:13]2)[S:5][C:6]=1[C:7]([O:9]CC)=[O:8].[OH-].[Li+].Cl, predict the reaction product. The product is: [CH3:1][C:2]1[N:3]=[C:4]([N:12]2[CH:16]=[C:15]([CH2:17][CH2:18][CH2:19][C:20]3[CH:21]=[CH:22][CH:23]=[CH:24][CH:25]=3)[N:14]=[N:13]2)[S:5][C:6]=1[C:7]([OH:9])=[O:8].